Dataset: Full USPTO retrosynthesis dataset with 1.9M reactions from patents (1976-2016). Task: Predict the reactants needed to synthesize the given product. (1) Given the product [CH:87]1([NH:93][C:94](=[O:98])[C:95]([NH:1][C@:2]23[CH2:37][CH2:36][C@@H:35]([C:38]([CH3:40])=[CH2:39])[C@@H:3]2[C@@H:4]2[C@@:17]([CH3:20])([CH2:18][CH2:19]3)[C@@:16]3([CH3:21])[C@@H:7]([C@:8]4([CH3:34])[C@@H:13]([CH2:14][CH2:15]3)[C:12]([CH3:22])([CH3:23])[C:11]([C:24]3[CH:33]=[CH:32][C:27]([C:28]([OH:30])=[O:29])=[CH:26][CH:25]=3)=[CH:10][CH2:9]4)[CH2:6][CH2:5]2)=[O:96])[CH2:92][CH2:91][CH2:90][CH2:89][CH2:88]1, predict the reactants needed to synthesize it. The reactants are: [NH2:1][C@:2]12[CH2:37][CH2:36][C@@H:35]([C:38]([CH3:40])=[CH2:39])[C@@H:3]1[C@@H:4]1[C@@:17]([CH3:20])([CH2:18][CH2:19]2)[C@@:16]2([CH3:21])[C@@H:7]([C@:8]3([CH3:34])[C@@H:13]([CH2:14][CH2:15]2)[C:12]([CH3:23])([CH3:22])[C:11]([C:24]2[CH:33]=[CH:32][C:27]([C:28]([O:30]C)=[O:29])=[CH:26][CH:25]=2)=[CH:10][CH2:9]3)[CH2:6][CH2:5]1.CN(C)CCC(N[C@]12CC[C@@H](C(C)=C)[C@@H]1[C@@H]1[C@@](C)(CC2)[C@@]2(C)[C@@H]([C@]3(C)[C@@H](CC2)C(C)(C)C(C2C=CC(C(O)=O)=CC=2)=CC3)CC1)=O.[CH:87]1([NH:93][C:94](=[O:98])[C:95](O)=[O:96])[CH2:92][CH2:91][CH2:90][CH2:89][CH2:88]1. (2) Given the product [CH2:22]([O:21][C:11]1[C:7]2[NH:8][C:9]3[CH:10]=[C:2]([C:34]4[CH:40]=[CH:39][CH:38]=[CH:37][C:35]=4[NH2:36])[CH:3]=[C:4]([O:24][CH3:25])[C:5]=3[C:6]=2[N:14]=[C:13]([N:15]2[CH2:20][CH2:19][NH:18][CH2:17][CH2:16]2)[N:12]=1)[CH3:23], predict the reactants needed to synthesize it. The reactants are: Br[C:2]1[CH:3]=[C:4]([O:24][CH3:25])[C:5]2[C:6]3[N:14]=[C:13]([N:15]4[CH2:20][CH2:19][NH:18][CH2:17][CH2:16]4)[N:12]=[C:11]([O:21][CH2:22][CH3:23])[C:7]=3[NH:8][C:9]=2[CH:10]=1.CC1(C)C(C)(C)OB([C:34]2[CH:40]=[CH:39][CH:38]=[CH:37][C:35]=2[NH2:36])O1.[O-]P([O-])([O-])=O.[K+].[K+].[K+].COC1C=CC=C(OC)C=1C1C=CC=CC=1P(C1CCCCC1)C1CCCCC1. (3) The reactants are: [O:1]1[CH2:6][CH2:5][O:4][C:3]2[CH:7]=[C:8]([C@@H:11]([O:15][C:16]3[CH:17]=[C:18]4[C:22](=[CH:23][CH:24]=3)[N:21]([C:25]3[CH:30]=[CH:29][C:28]([F:31])=[CH:27][CH:26]=3)[N:20]=[CH:19]4)[C@@H:12]([NH2:14])[CH3:13])[CH:9]=[CH:10][C:2]1=2.C(OC([N:39]1[CH2:43][CH2:42][CH2:41][C@H:40]1[C:44](O)=[O:45])=O)(C)(C)C.CN(C(ON1N=NC2C=CC=NC1=2)=[N+](C)C)C.F[P-](F)(F)(F)(F)F.CCN(C(C)C)C(C)C.Cl. Given the product [O:1]1[CH2:6][CH2:5][O:4][C:3]2[CH:7]=[C:8]([C@@H:11]([O:15][C:16]3[CH:17]=[C:18]4[C:22](=[CH:23][CH:24]=3)[N:21]([C:25]3[CH:26]=[CH:27][C:28]([F:31])=[CH:29][CH:30]=3)[N:20]=[CH:19]4)[C@@H:12]([NH:14][C:44]([C@@H:40]3[CH2:41][CH2:42][CH2:43][NH:39]3)=[O:45])[CH3:13])[CH:9]=[CH:10][C:2]1=2, predict the reactants needed to synthesize it. (4) Given the product [Br:1][C:13]1[CH:14]=[CH:15][C:10]([O:9][CH3:8])=[N:11][CH:12]=1, predict the reactants needed to synthesize it. The reactants are: [Br:1]Br.C([O-])(=O)C.[Na+].[CH3:8][O:9][C:10]1[CH:15]=[CH:14][CH:13]=[CH:12][N:11]=1.[OH-].[Na+]. (5) Given the product [CH:24]1([N:19]2[C:18]([CH3:27])=[C:17]3[C:21]([CH:22]=[CH:23][C:15]([N:12]4[CH:13]=[CH:14][C:9]([OH:8])=[CH:10][C:11]4=[O:28])=[CH:16]3)=[N:20]2)[CH2:25][CH2:26]1, predict the reactants needed to synthesize it. The reactants are: C([O:8][C:9]1[CH:14]=[CH:13][N:12]([C:15]2[CH:23]=[CH:22][C:21]3[C:17](=[C:18]([CH3:27])[N:19]([CH:24]4[CH2:26][CH2:25]4)[N:20]=3)[CH:16]=2)[C:11](=[O:28])[CH:10]=1)C1C=CC=CC=1.